Predict the reaction yield, written as a fraction of the theoretical maximum amount of product (1.0 means a 100% yield; for example, 0.34 means a 34% yield). From a dataset of Reaction yield outcomes from USPTO patents with 853,638 reactions. The reactants are [NH2:1][C@H:2]1[CH2:7][CH2:6][CH2:5][N:4]([C:8]2[C:16]([F:17])=[CH:15][C:14]([C:18]([NH2:20])=[O:19])=[C:13]3[C:9]=2[C:10]([CH3:22])=[C:11]([CH3:21])[NH:12]3)[CH2:3]1.[C:23](O)(=[O:27])[C:24]#[C:25][CH3:26].CN(C(ON1N=NC2C=CC=NC1=2)=[N+](C)C)C.F[P-](F)(F)(F)(F)F.CCN(C(C)C)C(C)C. The catalyst is CN(C)C=O.C(OCC)(=O)C. The product is [C:23]([NH:1][C@H:2]1[CH2:7][CH2:6][CH2:5][N:4]([C:8]2[C:16]([F:17])=[CH:15][C:14]([C:18]([NH2:20])=[O:19])=[C:13]3[C:9]=2[C:10]([CH3:22])=[C:11]([CH3:21])[NH:12]3)[CH2:3]1)(=[O:27])[C:24]#[C:25][CH3:26]. The yield is 0.760.